Dataset: B-cell epitopes from IEDB database with 3,159 antigens for binding position prediction. Task: Token-level Classification. Given an antigen amino acid sequence, predict which amino acid positions are active epitope sites capable of antibody binding. Output is a list of indices for active positions. (1) Given the antigen sequence: MENLNMDLLYMAAAVMMGLAAIGAAIGIGILGGKFLEGAARQPDLIPLLRTQFFIVMGLVDAIPMIAVGLGLYVMFAVA, which amino acid positions are active epitope sites? The epitope positions are: [34, 35, 36, 37, 38, 39, 40]. The amino acids at these positions are: FLEGAAR. (2) Given the antigen sequence: MGADDVVDSSKSFVMENFSSYHGTKPGYVDSIQKGIQKPKSGTQGNYDDDWKGFYSTDNKYDAAGYSVDNENPLSGKAGGVVKVTYPGLTKVLALKVDNAETIKKELGLSLTEPLMEQVGTEEFIKRFGDGASRVVLSLPFAEGSSSVEYINNWEQAKALSVELEINFETRGKRGQDAMYEYMAQACAGNRVRRSVGSSLSCINLDWDVIRDKTKTKIESLKEHGPIKNKMSESPNKTVSEEKAKQYLEEFHQTALEHPELSELKTVTGTNPVFAGANYAAWAVNVAQVIDSETADNLEKTTAALSILPGIGSVMGIADGAVHHNTEEIVAQSIALSSLMVAQAIPLVGELVDIGFAAYNFVESIINLFQVVHNSYNRPAYSPGHKTQPFLHDGYAVSWNTVEDSIIRTGFQGESGHDIKITAENTPLPIAGVLLPTIPGKLDVNKSKTHISVNGRKIRMRCRAIDGDVTFCRPKSPVYVGNGVHANLHVAFHRSSSEKI..., which amino acid positions are active epitope sites? The epitope positions are: [15, 16, 17, 18, 19, 20, 21, 22, 23, 24, 25, 26, 27, 28, 29, 30, 31]. The amino acids at these positions are: ENFSSYHGTKPGYVDSI. (3) The epitope positions are: [582, 583, 584, 585, 586, 587, 588, 589, 590, 591]. The amino acids at these positions are: RGDLGPLAAR. Given the antigen sequence: DKKTEETTLLEDAILTTRNGHTTSTTQSSVGVTYGYSTQEDHVSGPNTSGLETRVVQAERFFKKHLFDWTPDKAFGHLEKLELPTDHKGVYGHLVDSFAYMRNGWDVEVSAVGNQFNGGCLLVAMVPEWKEFTPAEKYQLTLFPHQFISPRTNMTAHIVVPYLGVNRYDQYKKHKPWTLVVMVVSPLTTNTVSAGQIKVYANIAPTHVHVAGELPSKEGIVPVACSDGYGGLVTTDPKTADPVYGMVYNPPRTNYPGRFTNLLDVAEACPTFLCFDEGKPYVVTRTDEQRLLAKFDVSLAAKHMSNTYLSGIAQYYAQYSGTINLHFMFTGSTDSKARYMVAYVPPGVETPPDTPEKAAHCIHAEWDTGLNSKFTFSIPYVSAADYAYTASDVAETTNVQGWVCIYQITHGKAEQDTLVVSVSAGKDFELRLPIDPRSQTTTTGESADPVTTTVENYGGETQVQRRQHTDVTFIMDRFVKIQNLNPTHVIDLMQTHQHGL..., which amino acid positions are active epitope sites? (4) Given the antigen sequence: MASFTTTTAAAASRLLPSSSSSISRLSLSSSSSSSSSLKCLRSSPLVSHLFLRQRGGSAYVTKTRFSTKCYASDPAQLKNAREDIKELLQSKFCHPIMVRLGWHDAGTYNKDIKEWPQRGGANGSLSFDVELRHGANAGLVNALKLLQPIKDKYSGVTYADLFQLASATAIEEAGGPTIPMKYGRVDATGPEQCPEEGRLPDAGPPSPAQHLRDVFYRMGLDDKDIVALSGAHTLGRSRPERSGWGKPETKYTKDGPGAPGGQSWTAEWLKFDNSYFKDIKEKRDADLLVLPTDAALFEDPSFKVYAEKYAADQEAFFKDYAEAHAKLSNQGAKFDPAEGITLNGTPAGAAPEKFVAAKYSSNKRSELSDSMKEKIRAEYEGFGGSPNKPLPTNYFLNIMIVIGVLAVLSYLAGN, which amino acid positions are active epitope sites? The epitope positions are: [278, 279, 280, 281, 282, 283]. The amino acids at these positions are: DIKEKR. (5) Given the antigen sequence: MTRKLFVGGNWKMNGSYSHINTFFDTLQKADTDPNADIVIGVPACYLKYAQDKAPKGIKIAAENCYKVGSGAFTGEISTEMIKDCGCEWVILGHSERRHIFGESNELIGEKVKHALDSGLNVIPCIGELLSEREAGKTNDVCFAQMDAIAKNVPSKEAWDKVVIAYEPVWAIGTGKTATPAQAQEVHKVVRDWIRKHVDAGIADKVRILYGGSVTASNAKDLGTQPDVDGFLVGGASLKPDFITIINARR, which amino acid positions are active epitope sites? The epitope positions are: [23, 24, 25, 26, 27, 28, 29, 30, 31, 32, 33, 34, 35, 36, 37, 38, 39, 40, 41, 42]. The amino acids at these positions are: FDTLQKADTDPNADIVIGVP.